This data is from Catalyst prediction with 721,799 reactions and 888 catalyst types from USPTO. The task is: Predict which catalyst facilitates the given reaction. (1) The catalyst class is: 10. Product: [CH3:1][C@@H:2]1[CH2:6][CH2:5][CH2:4][N:3]1[CH2:7][CH2:8][CH2:9][O:10][C:11]1[CH:12]=[CH:13][C:14]([C:17]2[S:18][C:19]3[CH2:20][N:21]([CH2:35][C:36]([NH2:38])=[O:37])[CH2:22][CH2:23][C:24]=3[N:25]=2)=[CH:15][CH:16]=1. Reactant: [CH3:1][C@@H:2]1[CH2:6][CH2:5][CH2:4][N:3]1[CH2:7][CH2:8][CH2:9][O:10][C:11]1[CH:16]=[CH:15][C:14]([C:17]2[S:18][C:19]3[CH2:20][NH:21][CH2:22][CH2:23][C:24]=3[N:25]=2)=[CH:13][CH:12]=1.C(=O)([O-])[O-].[K+].[K+].[I-].[Na+].Br[CH2:35][C:36]([NH2:38])=[O:37]. (2) Reactant: [NH2:1][C:2]1[N:7]=[C:6]([C:8]2[O:9][CH:10]=[CH:11][CH:12]=2)[C:5]([C:13]#[N:14])=[C:4](S(C)=O)[N:3]=1.Cl.Cl.[CH3:20][C:21]1[CH:26]=[CH:25][N:24]=[C:23]([CH2:27][NH2:28])[CH:22]=1.C1CCN2C(=NCCC2)CC1. Product: [NH2:1][C:2]1[N:7]=[C:6]([C:8]2[O:9][CH:10]=[CH:11][CH:12]=2)[C:5]([C:13]#[N:14])=[C:4]([NH:28][CH2:27][C:23]2[CH:22]=[C:21]([CH3:20])[CH:26]=[CH:25][N:24]=2)[N:3]=1. The catalyst class is: 57. (3) Reactant: C(=O)([O-])[O-].[K+].[K+].[CH3:7][C:8]([O:11][C:12]([NH:14][C@H:15]([C:24]([OH:26])=[O:25])[CH2:16][C:17]1[CH:22]=[CH:21][C:20]([OH:23])=[CH:19][CH:18]=1)=[O:13])([CH3:10])[CH3:9].F[C:28]1[CH:35]=[CH:34][C:31]([CH:32]=[O:33])=[CH:30][CH:29]=1. Product: [C:8]([O:11][C:12]([NH:14][C@@H:15]([CH2:16][C:17]1[CH:18]=[CH:19][C:20]([O:23][C:28]2[CH:35]=[CH:34][C:31]([CH:32]=[O:33])=[CH:30][CH:29]=2)=[CH:21][CH:22]=1)[C:24]([OH:26])=[O:25])=[O:13])([CH3:7])([CH3:9])[CH3:10]. The catalyst class is: 3. (4) Reactant: [CH3:1][O:2][C:3]1[CH:4]=[C:5]2[C:10](=[CH:11][C:12]=1[O:13][CH3:14])[N:9]=[CH:8][CH:7]=[C:6]2[O:15][C:16]1[CH:21]=[CH:20][C:19]([C:22]2[N:27]=[CH:26][C:25]([NH:28][C:29]3[CH:34]=[CH:33][CH:32]=[CH:31][CH:30]=3)=[CH:24][CH:23]=2)=[CH:18][C:17]=1[F:35].[H-].[Na+].I[CH3:39]. Product: [CH3:1][O:2][C:3]1[CH:4]=[C:5]2[C:10](=[CH:11][C:12]=1[O:13][CH3:14])[N:9]=[CH:8][CH:7]=[C:6]2[O:15][C:16]1[CH:21]=[CH:20][C:19]([C:22]2[N:27]=[CH:26][C:25]([N:28]([CH3:39])[C:29]3[CH:30]=[CH:31][CH:32]=[CH:33][CH:34]=3)=[CH:24][CH:23]=2)=[CH:18][C:17]=1[F:35]. The catalyst class is: 3.